Dataset: Catalyst prediction with 721,799 reactions and 888 catalyst types from USPTO. Task: Predict which catalyst facilitates the given reaction. Reactant: [NH2:1][C:2]1[N:3]([C:16]2[CH:21]=[CH:20][CH:19]=[C:18]([OH:22])[C:17]=2[CH3:23])[N:4]=[C:5]2[C:14]3[CH:13]=[CH:12][CH:11]=[CH:10][C:9]=3[NH:8][C:7](=[O:15])[C:6]=12.[OH-:24].[Na+]. Product: [NH2:1][C:2]1[N:3]([C:16]2[C:17]([CH3:23])=[C:18]([CH:19]=[CH:20][CH:21]=2)[O:22][CH2:2][CH2:6][C:7]([OH:15])=[O:24])[N:4]=[C:5]2[C:14]3[CH:13]=[CH:12][CH:11]=[CH:10][C:9]=3[NH:8][C:7](=[O:15])[C:6]=12. The catalyst class is: 6.